Dataset: Reaction yield outcomes from USPTO patents with 853,638 reactions. Task: Predict the reaction yield, written as a fraction of the theoretical maximum amount of product (1.0 means a 100% yield; for example, 0.34 means a 34% yield). (1) The product is [NH2:43][C@@H:34]([CH2:35][CH2:36][C:37]1[CH:42]=[CH:41][CH:40]=[CH:39][CH:38]=1)[C:32]([NH:31][C@@H:8]([CH2:1][C:2]1[CH:7]=[CH:6][CH:5]=[CH:4][CH:3]=1)[C:9]([NH:11][C@H:12]([B:18]1[O:22][C@@H:21]2[CH2:23][C@@H:24]3[CH2:27][C@H:26]([C@:20]2([CH3:30])[O:19]1)[C:25]3([CH3:28])[CH3:29])[CH2:13][CH:14]1[CH2:17][CH2:16][CH2:15]1)=[O:10])=[O:33]. The reactants are [CH2:1]([C@H:8]([NH:31][C:32]([C@@H:34]([NH:43]C(=O)OC(C)(C)C)[CH2:35][CH2:36][C:37]1[CH:42]=[CH:41][CH:40]=[CH:39][CH:38]=1)=[O:33])[C:9]([NH:11][C@H:12]([B:18]1[O:22][C@@H:21]2[CH2:23][C@@H:24]3[CH2:27][C@H:26]([C@:20]2([CH3:30])[O:19]1)[C:25]3([CH3:29])[CH3:28])[CH2:13][CH:14]1[CH2:17][CH2:16][CH2:15]1)=[O:10])[C:2]1[CH:7]=[CH:6][CH:5]=[CH:4][CH:3]=1.C(Cl)Cl.Cl.O1CCOCC1. The yield is 0.900. No catalyst specified. (2) The reactants are [CH3:1][C:2]([CH3:5])([O-:4])[CH3:3].[K+].[CH2:7]([C:22]([CH2:40][O:41][CH2:42][CH2:43][O:44][CH2:45][CH2:46][O:47][CH2:48][CH2:49][O:50][CH2:51][CH2:52][O:53][CH3:54])([CH2:38][OH:39])[CH2:23][O:24][CH2:25][CH2:26][O:27][CH2:28][CH2:29][O:30][CH2:31][CH2:32][O:33][CH2:34][CH2:35][O:36][CH3:37])[O:8][CH2:9][CH2:10][O:11][CH2:12][CH2:13][O:14][CH2:15][CH2:16][O:17][CH2:18][CH2:19][O:20][CH3:21].[CH2:55]([O:57]CC)[CH3:56]. The catalyst is C1COCC1.[Cl-].[Na+].O. The product is [CH2:23]([C:22]([CH2:40][O:41][CH2:42][CH2:43][O:44][CH2:45][CH2:46][O:47][CH2:48][CH2:49][O:50][CH2:51][CH2:52][O:53][CH3:54])([CH2:38][O:39][CH2:56][C:55]([O:4][C:2]([CH3:5])([CH3:3])[CH3:1])=[O:57])[CH2:7][O:8][CH2:9][CH2:10][O:11][CH2:12][CH2:13][O:14][CH2:15][CH2:16][O:17][CH2:18][CH2:19][O:20][CH3:21])[O:24][CH2:25][CH2:26][O:27][CH2:28][CH2:29][O:30][CH2:31][CH2:32][O:33][CH2:34][CH2:35][O:36][CH3:37]. The yield is 0.520. (3) The reactants are [O:1]=[O+][O-].C([C:6](=P(C1C=CC=CC=1)(C1C=CC=CC=1)C1C=CC=CC=1)[C:7]([C@@H:9]([NH:14][C:15](=[O:38])[O:16][C@H:17]([CH2:22][C:23]1[O:24][C:25]([C:28]2[CH:33]=[CH:32][C:31]([C:34]([F:37])([F:36])[F:35])=[CH:30][CH:29]=2)=[N:26][N:27]=1)[C:18]([CH3:21])([CH3:20])[CH3:19])[CH2:10][CH2:11][CH2:12][CH3:13])=[O:8])#N.[NH2:58][N:59]1[CH2:63][CH2:62][O:61][C:60]1=[O:64]. The catalyst is ClCCl.CS(C)=O.O1CCCC1. The product is [O:1]=[C:6]([NH:58][N:59]1[CH2:63][CH2:62][O:61][C:60]1=[O:64])[C:7]([C@@H:9]([NH:14][C:15](=[O:38])[O:16][C@H:17]([CH2:22][C:23]1[O:24][C:25]([C:28]2[CH:29]=[CH:30][C:31]([C:34]([F:37])([F:35])[F:36])=[CH:32][CH:33]=2)=[N:26][N:27]=1)[C:18]([CH3:20])([CH3:21])[CH3:19])[CH2:10][CH2:11][CH2:12][CH3:13])=[O:8]. The yield is 0.480. (4) The reactants are C(OC([N:11]1[CH2:15][CH2:14][C@H:13]([O:16][CH2:17][CH2:18][O:19][CH2:20][CH2:21][O:22][CH2:23][CH2:24][O:25]CC2C=CC=CC=2)[CH2:12]1)=O)C1C=CC=CC=1. The catalyst is C(O)C.[Pd]. The product is [NH:11]1[CH2:15][CH2:14][C@H:13]([O:16][CH2:17][CH2:18][O:19][CH2:20][CH2:21][O:22][CH2:23][CH2:24][OH:25])[CH2:12]1. The yield is 0.480.